Dataset: Forward reaction prediction with 1.9M reactions from USPTO patents (1976-2016). Task: Predict the product of the given reaction. (1) The product is: [Cl:8][C:6]1[N:5]=[C:4]([NH2:9])[N:3]=[C:2]([NH:13][CH:11]([CH3:12])[CH3:10])[CH:7]=1. Given the reactants Cl[C:2]1[CH:7]=[C:6]([Cl:8])[N:5]=[C:4]([NH2:9])[N:3]=1.[CH3:10][CH:11]([NH2:13])[CH3:12].CCN(C(C)C)C(C)C, predict the reaction product. (2) The product is: [Cl:6][C:7]1[C:12]([CH3:1])=[C:11]([Cl:13])[CH:10]=[CH:9][N:8]=1. Given the reactants [CH2:1]([Li])CCC.[Cl:6][C:7]1[CH:12]=[C:11]([Cl:13])[CH:10]=[CH:9][N:8]=1.CI.CC(O)=O, predict the reaction product. (3) Given the reactants [Br:1][C:2]1[C:10](O)=[CH:9]C(C(O)=O)=[CH:4][C:3]=1[OH:12].[CH2:13](I)[CH3:14].[C:16]([O-:19])([O-])=O.[K+].[K+].[CH3:22][CH2:23][O:24][C:25]([CH3:27])=[O:26].[CH3:28]N(C=O)C, predict the reaction product. The product is: [Br:1][C:2]1[C:3]([O:12][CH2:13][CH3:14])=[CH:4][C:27]([C:25]([O:24][CH2:23][CH3:22])=[O:26])=[CH:9][C:10]=1[O:19][CH2:16][CH3:28]. (4) Given the reactants [CH2:1]([N:8]1[CH2:13]C[C:11](=O)[CH:10](CC)[CH2:9]1)[C:2]1[CH:7]=[CH:6][CH:5]=[CH:4][CH:3]=1.[H-].[Na+].[CH3:19]I.O.[O:22]1[CH2:26][CH2:25][CH2:24][CH2:23]1, predict the reaction product. The product is: [CH2:1]([N:8]1[CH2:9][CH:10]([CH3:11])[C:26](=[O:22])[C:25]([CH3:19])([CH2:24][CH3:23])[CH2:13]1)[C:2]1[CH:7]=[CH:6][CH:5]=[CH:4][CH:3]=1.